This data is from CYP3A4 inhibition data for predicting drug metabolism from PubChem BioAssay. The task is: Regression/Classification. Given a drug SMILES string, predict its absorption, distribution, metabolism, or excretion properties. Task type varies by dataset: regression for continuous measurements (e.g., permeability, clearance, half-life) or binary classification for categorical outcomes (e.g., BBB penetration, CYP inhibition). Dataset: cyp3a4_veith. (1) The drug is COC(=O)[C@@]1(Cc2ccc(OC)cc2)[C@H]2c3cc(C(=O)N(C)C)n(CCO)c3C[C@H]2CN1C(=O)c1ccccc1. The result is 1 (inhibitor). (2) The molecule is CN(CCCNC(=O)C1CCC(=O)N1Cc1ccccc1Cl)c1ccccc1. The result is 1 (inhibitor). (3) The compound is C[C@H](N)[C@H](O)c1cccc(O)c1.O=C(O)[C@@H](O)[C@@H](O)C(=O)O.O=C(O)[C@@H](O)[C@@H](O)C(=O)O. The result is 0 (non-inhibitor). (4) The result is 0 (non-inhibitor). The molecule is COC(=O)c1[nH]c(C)c(/C(O)=C2\C(=O)C(=O)N(CCN(C)C)C2c2cccs2)c1C. (5) The molecule is Cc1ccc(C(N)=Nc2ccccc2)cc1. The result is 0 (non-inhibitor). (6) The compound is COc1ccc(OC)c2c(=S)c3ccccc3[nH]c12. The result is 1 (inhibitor). (7) The molecule is COc1ccc(NC(=S)Nc2ccccc2)cc1. The result is 0 (non-inhibitor).